Dataset: Forward reaction prediction with 1.9M reactions from USPTO patents (1976-2016). Task: Predict the product of the given reaction. (1) The product is: [Cl:28][C:24]1[CH:23]=[C:22]2[C:27]([C:18]([NH:1][C:2]3[CH:3]=[CH:4][C:5]([N:10]4[CH2:15][CH2:14][N:13]([CH3:16])[CH2:12][CH2:11]4)=[C:6]([CH2:8][OH:9])[CH:7]=3)=[CH:19][CH:20]=[N:21]2)=[CH:26][CH:25]=1. Given the reactants [NH2:1][C:2]1[CH:3]=[CH:4][C:5]([N:10]2[CH2:15][CH2:14][N:13]([CH3:16])[CH2:12][CH2:11]2)=[C:6]([CH2:8][OH:9])[CH:7]=1.Cl[C:18]1[C:27]2[C:22](=[CH:23][C:24]([Cl:28])=[CH:25][CH:26]=2)[N:21]=[CH:20][CH:19]=1, predict the reaction product. (2) Given the reactants [Cl:1][C:2]1[C:7]([Cl:8])=[C:6]([OH:9])[CH:5]=[CH:4][C:3]=1[CH2:10][CH2:11][C:12]([C:14]1[S:15][C:16]([C:19]2[CH:24]=[CH:23][C:22]([O:25][C:26]([F:29])([F:28])[F:27])=[CH:21][CH:20]=2)=[CH:17][CH:18]=1)=[O:13].Br[C:31]([CH3:40])([CH3:39])[C:32]([O:34][C:35]([CH3:38])([CH3:37])[CH3:36])=[O:33], predict the reaction product. The product is: [Cl:8][C:7]1[C:2]([Cl:1])=[C:3]([CH2:10][CH2:11][C:12](=[O:13])[C:14]2[S:15][C:16]([C:19]3[CH:24]=[CH:23][C:22]([O:25][C:26]([F:28])([F:29])[F:27])=[CH:21][CH:20]=3)=[CH:17][CH:18]=2)[CH:4]=[CH:5][C:6]=1[O:9][C:31]([CH3:40])([CH3:39])[C:32]([O:34][C:35]([CH3:38])([CH3:37])[CH3:36])=[O:33]. (3) Given the reactants [S:1]1[CH:5]=[CH:4][CH:3]=[C:2]1[C:6]1[CH:11]=[CH:10][N:9]=[C:8]2[NH:12][CH:13]=[N:14][C:7]=12.C(O[C@@H:19]1[O:31][C@H:30]([CH2:32][O:33]C(=O)C)[C@@H:25]([O:26]C(=O)C)[C@H:20]1[O:21]C(=O)C)(=O)C.ClCC(O)=O, predict the reaction product. The product is: [S:1]1[CH:5]=[CH:4][CH:3]=[C:2]1[C:6]1[CH:11]=[CH:10][N:9]=[C:8]2[N:12]([C@@H:19]3[O:31][C@H:30]([CH2:32][OH:33])[C@@H:25]([OH:26])[C@H:20]3[OH:21])[CH:13]=[N:14][C:7]=12. (4) Given the reactants [Cl:1][C:2]1[C:11]([CH2:12][OH:13])=[CH:10][C:9]2[C:4](=[CH:5][CH:6]=[C:7]([C:14]3[CH:19]=[CH:18][CH:17]=[CH:16][C:15]=3[CH3:20])[CH:8]=2)[N:3]=1.C(Cl)Cl, predict the reaction product. The product is: [Cl:1][C:2]1[C:11]([CH:12]=[O:13])=[CH:10][C:9]2[C:4](=[CH:5][CH:6]=[C:7]([C:14]3[CH:19]=[CH:18][CH:17]=[CH:16][C:15]=3[CH3:20])[CH:8]=2)[N:3]=1. (5) Given the reactants [CH2:1]([N:8]1[C:16]2[C:11](=[CH:12][CH:13]=[CH:14][CH:15]=2)[C:10]([C:17]2[O:18][C:19]([C:22]([OH:24])=[O:23])=[CH:20][CH:21]=2)=[N:9]1)[C:2]1[CH:7]=[CH:6][CH:5]=[CH:4][CH:3]=1.[K].[CH2:26](O)[CH3:27].S(=O)(=O)(O)O, predict the reaction product. The product is: [CH2:1]([N:8]1[C:16]2[C:11](=[CH:12][CH:13]=[CH:14][CH:15]=2)[C:10]([C:17]2[O:18][C:19]([C:22]([O:24][CH2:26][CH3:27])=[O:23])=[CH:20][CH:21]=2)=[N:9]1)[C:2]1[CH:7]=[CH:6][CH:5]=[CH:4][CH:3]=1. (6) The product is: [N:6]1[CH:11]=[CH:10][C:9]([C:12]2[S:13][C:14]([S:2]([Cl:1])(=[O:5])=[O:3])=[CH:15][CH:16]=2)=[CH:8][CH:7]=1. Given the reactants [Cl:1][S:2]([OH:5])(=O)=[O:3].[N:6]1[CH:11]=[CH:10][C:9]([C:12]2[S:13][CH:14]=[CH:15][CH:16]=2)=[CH:8][CH:7]=1.C([O-])(O)=O.[Na+], predict the reaction product. (7) Given the reactants [CH:1]1([C:4]2[CH:5]=[CH:6][C:7]([C:18]([OH:20])=O)=[N:8][C:9]=2[O:10][CH2:11][CH:12]2[CH2:17][CH2:16][O:15][CH2:14][CH2:13]2)[CH2:3][CH2:2]1.C1(C2C=CC(C(O)=O)=NC=2OCC2CCCO2)CC1.C1(N(C2N=C(C)ON=2)C)CC1.[CH:51]1([CH2:54][C@H:55]([NH2:62])[C:56]2[N:60]=[C:59]([CH3:61])[O:58][N:57]=2)[CH2:53]C1, predict the reaction product. The product is: [CH:54]1([CH:55]([NH:62][C:18]([C:7]2[CH:6]=[CH:5][C:4]([CH:1]3[CH2:2][CH2:3]3)=[C:9]([O:10][CH2:11][CH:12]3[CH2:13][CH2:14][O:15][CH2:16][CH2:17]3)[N:8]=2)=[O:20])[C:56]2[N:60]=[C:59]([CH3:61])[O:58][N:57]=2)[CH2:51][CH2:53]1. (8) The product is: [CH2:7]([N:9]1[C:13]([CH2:14][C:15]([O:17][CH3:18])=[O:16])=[C:12]([I:1])[C:11]([CH3:19])=[N:10]1)[CH3:8]. Given the reactants [I:1]I.I(O)(=O)=O.[CH2:7]([N:9]1[C:13]([CH2:14][C:15]([O:17][CH3:18])=[O:16])=[CH:12][C:11]([CH3:19])=[N:10]1)[CH3:8].S([O-])([O-])(=O)=S.[Na+].[Na+], predict the reaction product. (9) Given the reactants [Cl:1][C:2]1[CH:3]=[C:4]2[C:8](=[CH:9][CH:10]=1)[NH:7][C:6](=[O:11])[C:5]2=[O:12].[C:13]1([CH3:23])[CH:18]=[CH:17][C:16]([S:19](Cl)(=[O:21])=[O:20])=[CH:15][CH:14]=1, predict the reaction product. The product is: [Cl:1][C:2]1[CH:3]=[C:4]2[C:8](=[CH:9][CH:10]=1)[N:7]([S:19]([C:16]1[CH:17]=[CH:18][C:13]([CH3:23])=[CH:14][CH:15]=1)(=[O:21])=[O:20])[C:6](=[O:11])[C:5]2=[O:12].